This data is from Catalyst prediction with 721,799 reactions and 888 catalyst types from USPTO. The task is: Predict which catalyst facilitates the given reaction. (1) The catalyst class is: 60. Product: [Cl:1][C:2]1[CH:17]=[CH:16][C:5]2[S:6][C:7]3[CH:15]=[CH:14][CH:13]=[CH:12][C:8]=3[C:9]([CH:18]3[CH2:22][CH2:28][N:29]([CH3:30])[CH2:20][CH2:19]3)=[N:10][C:4]=2[CH:3]=1. Reactant: [Cl:1][C:2]1[CH:17]=[CH:16][C:5]2[S:6][C:7]3[CH:15]=[CH:14][CH:13]=[CH:12][C:8]=3[C:9](Cl)=[N:10][C:4]=2[CH:3]=1.[CH2:18]1[CH2:22]O[CH2:20][CH2:19]1.[Cl-].[Mg+2].CC1C[CH2:30][NH:29][CH2:28]C1.[Cl-]. (2) Product: [NH2:8][C:7]1[C:6]2=[C:5]([C:9]3[CH:14]=[CH:13][C:12]([NH:15][C:16]([O:18][C:19]([CH3:22])([CH3:21])[CH3:20])=[O:17])=[C:11]([F:23])[CH:10]=3)[C:4]([C:24]([O:26][CH2:27][CH3:28])=[O:25])=[CH:3][N:2]2[N:1]=[CH:33][N:34]=1. The catalyst class is: 40. Reactant: [NH2:1][N:2]1[C:6]([C:7]#[N:8])=[C:5]([C:9]2[CH:14]=[CH:13][C:12]([NH:15][C:16]([O:18][C:19]([CH3:22])([CH3:21])[CH3:20])=[O:17])=[C:11]([F:23])[CH:10]=2)[C:4]([C:24]([O:26][CH2:27][CH3:28])=[O:25])=[CH:3]1.C(O)(=O)C.[CH:33](N)=[NH:34].P([O-])([O-])([O-])=O.[K+].[K+].[K+].